This data is from Catalyst prediction with 721,799 reactions and 888 catalyst types from USPTO. The task is: Predict which catalyst facilitates the given reaction. (1) Reactant: COC1C=CC(P2(SP(C3C=CC(OC)=CC=3)(=S)S2)=[S:10])=CC=1.O=[C:24]1[C@@:29]([O:35][C:36]2[CH:41]=[C:40]([F:42])[C:39]([F:43])=[C:38]([F:44])[CH:37]=2)([C:30]([O:32][CH2:33][CH3:34])=[O:31])[CH2:28][CH2:27][CH2:26][NH:25]1. Product: [S:10]=[C:24]1[C@@:29]([O:35][C:36]2[CH:41]=[C:40]([F:42])[C:39]([F:43])=[C:38]([F:44])[CH:37]=2)([C:30]([O:32][CH2:33][CH3:34])=[O:31])[CH2:28][CH2:27][CH2:26][NH:25]1. The catalyst class is: 11. (2) Reactant: CO[C:3]([C:5]1[N:6]=[C:7]([C:23]2[CH:24]=[N:25][CH:26]=[C:27]([F:29])[CH:28]=2)[C:8]2[C:13]([C:14]=1[OH:15])=[CH:12][CH:11]=[C:10]([O:16][C:17]1[CH:22]=[CH:21][CH:20]=[CH:19][CH:18]=1)[CH:9]=2)=[O:4].OC(C(F)(F)F)=O.[NH2:37][CH2:38][C:39]([CH3:44])([CH3:43])[C:40]([OH:42])=[O:41].C[O-].[Na+]. Product: [F:29][C:27]1[CH:28]=[C:23]([C:7]2[C:8]3[C:13](=[CH:12][CH:11]=[C:10]([O:16][C:17]4[CH:22]=[CH:21][CH:20]=[CH:19][CH:18]=4)[CH:9]=3)[C:14]([OH:15])=[C:5]([C:3]([NH:37][CH2:38][C:39]([CH3:44])([CH3:43])[C:40]([OH:42])=[O:41])=[O:4])[N:6]=2)[CH:24]=[N:25][CH:26]=1. The catalyst class is: 14. (3) Reactant: [CH3:1][NH:2][CH2:3][C:4]([NH:6][CH:7]1[CH2:10][N:9]([C:11]([O:13][C:14]([CH3:17])([CH3:16])[CH3:15])=[O:12])[CH2:8]1)=[O:5].Cl[C:19]1[C:28]2[C:23](=[CH:24][CH:25]=[C:26]([C:29]([F:32])([F:31])[F:30])[CH:27]=2)[N:22]=[CH:21][N:20]=1.C(N(CC)CC)C. Product: [CH3:1][N:2]([C:19]1[C:28]2[C:23](=[CH:24][CH:25]=[C:26]([C:29]([F:31])([F:32])[F:30])[CH:27]=2)[N:22]=[CH:21][N:20]=1)[CH2:3][C:4]([NH:6][CH:7]1[CH2:10][N:9]([C:11]([O:13][C:14]([CH3:17])([CH3:16])[CH3:15])=[O:12])[CH2:8]1)=[O:5]. The catalyst class is: 41. (4) Reactant: B(Br)(Br)Br.[NH2:5][C:6]1[N:10]([CH3:11])[C:9](=[O:12])[C:8]([C:21]2[CH:25]=[C:24]([C:26](=[O:29])[CH2:27][CH3:28])[N:23]([CH2:30][CH3:31])[CH:22]=2)([C:13]2[CH:18]=[CH:17][CH:16]=[C:15]([O:19]C)[CH:14]=2)[N:7]=1.C(OCC)C.C([O-])(O)=O.[Na+]. Product: [NH2:5][C:6]1[N:10]([CH3:11])[C:9](=[O:12])[C:8]([C:21]2[CH:25]=[C:24]([C:26](=[O:29])[CH2:27][CH3:28])[N:23]([CH2:30][CH3:31])[CH:22]=2)([C:13]2[CH:18]=[CH:17][CH:16]=[C:15]([OH:19])[CH:14]=2)[N:7]=1. The catalyst class is: 61.